Dataset: Catalyst prediction with 721,799 reactions and 888 catalyst types from USPTO. Task: Predict which catalyst facilitates the given reaction. (1) Reactant: [Cl:1][C:2]1[CH:3]=[CH:4][C:5]([S:8][C:9]2[NH:13][CH:12]=[N:11][C:10]=2[C:14]2[CH:19]=[CH:18][C:17]([C@H:20]3[CH2:22][C@@H:21]3[C:23](O)=[O:24])=[CH:16][CH:15]=2)=[N:6][CH:7]=1.C1C=CC2N(O)N=NC=2C=1.C(Cl)CCl.C[CH2:41][N:42](C(C)C)[CH:43](C)C.CNC. Product: [Cl:1][C:2]1[CH:3]=[CH:4][C:5]([S:8][C:9]2[NH:13][CH:12]=[N:11][C:10]=2[C:14]2[CH:19]=[CH:18][C:17]([C@H:20]3[CH2:22][C@@H:21]3[C:23]([N:42]([CH3:43])[CH3:41])=[O:24])=[CH:16][CH:15]=2)=[N:6][CH:7]=1. The catalyst class is: 31. (2) Reactant: CC1C=CC(S(O[CH2:12][C:13]2([OH:27])[C:17]3=[C:18]([F:26])[CH:19]=[N:20][C:21]4[CH:22]=[CH:23][C:24](=[O:25])[N:15]([C:16]=43)[CH2:14]2)(=O)=O)=CC=1.[O:28]1[C:37]2[CH:36]=[C:35]([CH2:38][N:39]([CH:47]3[CH2:52][CH2:51][NH:50][CH2:49][CH2:48]3)[C:40](=[O:46])[O:41][C:42]([CH3:45])([CH3:44])[CH3:43])[N:34]=[CH:33][C:32]=2[O:31][CH2:30][CH2:29]1.C(=O)([O-])[O-].[Na+].[Na+]. Product: [O:28]1[C:37]2[CH:36]=[C:35]([CH2:38][N:39]([CH:47]3[CH2:52][CH2:51][N:50]([CH2:12][C:13]4([OH:27])[C:17]5=[C:18]([F:26])[CH:19]=[N:20][C:21]6[CH:22]=[CH:23][C:24](=[O:25])[N:15]([C:16]=65)[CH2:14]4)[CH2:49][CH2:48]3)[C:40](=[O:46])[O:41][C:42]([CH3:45])([CH3:44])[CH3:43])[N:34]=[CH:33][C:32]=2[O:31][CH2:30][CH2:29]1. The catalyst class is: 8. (3) Reactant: [CH:1]([C:3]1[O:4][C:5]([C:8]([OH:10])=[O:9])=[CH:6][CH:7]=1)=O.Cl.[NH2:12]O.C(OC(=O)C)(=O)C.O. Product: [C:1]([C:3]1[O:4][C:5]([C:8]([OH:10])=[O:9])=[CH:6][CH:7]=1)#[N:12]. The catalyst class is: 17. (4) Reactant: [F:1][C:2]1[C:3]([C:10]2[N:11]=[CH:12][C:13]([CH2:20]O)=[N:14][C:15]=2[CH2:16][CH:17]([CH3:19])[CH3:18])=[CH:4][C:5]([O:8][CH3:9])=[N:6][CH:7]=1.S(Cl)([Cl:24])=O. Product: [Cl:24][CH2:20][C:13]1[N:14]=[C:15]([CH2:16][CH:17]([CH3:19])[CH3:18])[C:10]([C:3]2[C:2]([F:1])=[CH:7][N:6]=[C:5]([O:8][CH3:9])[CH:4]=2)=[N:11][CH:12]=1. The catalyst class is: 4. (5) Reactant: [NH2:1][C:2]1[N:3]=[N+:4]([O-:13])[C:5]2[CH:11]=[C:10]([OH:12])[CH:9]=[CH:8][C:6]=2[N:7]=1.C([O-])([O-])=O.[K+].[K+].[CH3:20][O:21][CH2:22][CH2:23]Br. Product: [CH3:20][O:21][CH2:22][CH2:23][O:12][C:10]1[CH:9]=[CH:8][C:6]2[N:7]=[C:2]([NH2:1])[N:3]=[N+:4]([O-:13])[C:5]=2[CH:11]=1. The catalyst class is: 3. (6) Reactant: [NH2:1][C:2]1[C:3]([C:7]2[N:11]([C:12]3[CH:17]=[CH:16][C:15]([F:18])=[C:14]([Br:19])[CH:13]=3)[C:10](=[O:20])[O:9][N:8]=2)=[N:4][O:5][N:6]=1.[F:21][C:22]([F:33])([F:32])[C:23](O[C:23](=[O:24])[C:22]([F:33])([F:32])[F:21])=[O:24]. Product: [Br:19][C:14]1[CH:13]=[C:12]([N:11]2[C:10](=[O:20])[O:9][N:8]=[C:7]2[C:3]2[C:2]([NH:1][C:23](=[O:24])[C:22]([F:33])([F:32])[F:21])=[N:6][O:5][N:4]=2)[CH:17]=[CH:16][C:15]=1[F:18]. The catalyst class is: 537. (7) Reactant: [CH3:1][C:2]1([CH3:10])[O:7][C:6](=[O:8])[CH2:5][C:4](=[O:9])[O:3]1.CCN=C=NCCCN(C)C.Cl.[CH3:23][C:24]1[O:25][C:26]2[CH:32]=[CH:31][C:30]([C:33](O)=[O:34])=[CH:29][C:27]=2[CH:28]=1. Product: [CH3:1][C:2]1([CH3:10])[O:7][C:6](=[O:8])[CH:5]([C:33]([C:30]2[CH:31]=[CH:32][C:26]3[O:25][C:24]([CH3:23])=[CH:28][C:27]=3[CH:29]=2)=[O:34])[C:4](=[O:9])[O:3]1. The catalyst class is: 119.